This data is from Reaction yield outcomes from USPTO patents with 853,638 reactions. The task is: Predict the reaction yield, written as a fraction of the theoretical maximum amount of product (1.0 means a 100% yield; for example, 0.34 means a 34% yield). The reactants are [C:1]12([NH2:11])[CH2:10][CH:5]3[CH2:6][CH:7]([CH2:9][CH:3]([CH2:4]3)[CH2:2]1)[CH2:8]2.[N+:12]([C:15]1[CH:22]=[CH:21][C:18]([CH:19]=O)=[CH:17][CH:16]=1)([O-:14])=[O:13]. No catalyst specified. The product is [C:1]12([NH:11][CH2:19][C:18]3[CH:21]=[CH:22][C:15]([N+:12]([O-:14])=[O:13])=[CH:16][CH:17]=3)[CH2:8][CH:7]3[CH2:6][CH:5]([CH2:4][CH:3]([CH2:9]3)[CH2:2]1)[CH2:10]2. The yield is 0.890.